From a dataset of Full USPTO retrosynthesis dataset with 1.9M reactions from patents (1976-2016). Predict the reactants needed to synthesize the given product. (1) Given the product [CH3:1][O:2][C:3]([CH:5]1[CH2:9][CH2:8][CH:7]([O:10][S:19]([CH3:18])(=[O:21])=[O:20])[CH2:6]1)=[O:4], predict the reactants needed to synthesize it. The reactants are: [CH3:1][O:2][C:3]([CH:5]1[CH2:9][CH2:8][CH:7]([OH:10])[CH2:6]1)=[O:4].C(N(CC)CC)C.[CH3:18][S:19](Cl)(=[O:21])=[O:20]. (2) Given the product [Br:1][C:2]1[CH:3]=[CH:4][C:5]([F:17])=[C:6]([C@:8]([NH:10][S@@:11]([C:13]([CH3:16])([CH3:15])[CH3:14])=[O:12])([CH3:9])[CH2:25][C:24]([O:23][C:19]([CH3:22])([CH3:21])[CH3:20])=[O:27])[CH:7]=1, predict the reactants needed to synthesize it. The reactants are: [Br:1][C:2]1[CH:3]=[CH:4][C:5]([F:17])=[C:6](/[C:8](=[N:10]/[S@@:11]([C:13]([CH3:16])([CH3:15])[CH3:14])=[O:12])/[CH3:9])[CH:7]=1.[Cl-].[C:19]([O:23][C:24](=[O:27])[CH2:25][Zn+])([CH3:22])([CH3:21])[CH3:20].